Regression. Given two drug SMILES strings and cell line genomic features, predict the synergy score measuring deviation from expected non-interaction effect. From a dataset of NCI-60 drug combinations with 297,098 pairs across 59 cell lines. (1) Drug 1: CC1=CC=C(C=C1)C2=CC(=NN2C3=CC=C(C=C3)S(=O)(=O)N)C(F)(F)F. Drug 2: CN1C(=O)N2C=NC(=C2N=N1)C(=O)N. Cell line: OVCAR-8. Synergy scores: CSS=1.89, Synergy_ZIP=0.0245, Synergy_Bliss=0.862, Synergy_Loewe=0.0554, Synergy_HSA=0.0598. (2) Drug 1: CNC(=O)C1=CC=CC=C1SC2=CC3=C(C=C2)C(=NN3)C=CC4=CC=CC=N4. Drug 2: C1=CN(C=N1)CC(O)(P(=O)(O)O)P(=O)(O)O. Cell line: NCIH23. Synergy scores: CSS=6.87, Synergy_ZIP=-2.21, Synergy_Bliss=1.82, Synergy_Loewe=0.772, Synergy_HSA=1.08. (3) Drug 1: CC12CCC(CC1=CCC3C2CCC4(C3CC=C4C5=CN=CC=C5)C)O. Drug 2: C1=CN(C=N1)CC(O)(P(=O)(O)O)P(=O)(O)O. Cell line: HS 578T. Synergy scores: CSS=20.5, Synergy_ZIP=0.749, Synergy_Bliss=8.95, Synergy_Loewe=2.53, Synergy_HSA=6.23. (4) Drug 1: C1C(C(OC1N2C=C(C(=O)NC2=O)F)CO)O. Drug 2: C(CC(=O)O)C(=O)CN.Cl. Cell line: KM12. Synergy scores: CSS=29.2, Synergy_ZIP=-7.39, Synergy_Bliss=-3.86, Synergy_Loewe=-3.17, Synergy_HSA=-1.54. (5) Drug 1: CC12CCC3C(C1CCC2O)C(CC4=C3C=CC(=C4)O)CCCCCCCCCS(=O)CCCC(C(F)(F)F)(F)F. Drug 2: C(CCl)NC(=O)N(CCCl)N=O. Cell line: NCI-H522. Synergy scores: CSS=5.41, Synergy_ZIP=1.51, Synergy_Bliss=3.22, Synergy_Loewe=-1.10, Synergy_HSA=-1.21. (6) Drug 1: C1=CC(=CC=C1CCCC(=O)O)N(CCCl)CCCl. Drug 2: C1=NC2=C(N=C(N=C2N1C3C(C(C(O3)CO)O)O)F)N. Cell line: SF-539. Synergy scores: CSS=8.60, Synergy_ZIP=-5.66, Synergy_Bliss=-5.32, Synergy_Loewe=-7.96, Synergy_HSA=-5.37. (7) Drug 1: CC(C1=C(C=CC(=C1Cl)F)Cl)OC2=C(N=CC(=C2)C3=CN(N=C3)C4CCNCC4)N. Drug 2: CC1=C(C=C(C=C1)NC2=NC=CC(=N2)N(C)C3=CC4=NN(C(=C4C=C3)C)C)S(=O)(=O)N.Cl. Cell line: ACHN. Synergy scores: CSS=43.6, Synergy_ZIP=10.3, Synergy_Bliss=17.8, Synergy_Loewe=18.2, Synergy_HSA=18.4. (8) Drug 1: C1=CN(C(=O)N=C1N)C2C(C(C(O2)CO)O)O.Cl. Drug 2: CN(CCCl)CCCl.Cl. Cell line: IGROV1. Synergy scores: CSS=10.0, Synergy_ZIP=-7.09, Synergy_Bliss=-4.57, Synergy_Loewe=-5.74, Synergy_HSA=-3.23.